Dataset: Reaction yield outcomes from USPTO patents with 853,638 reactions. Task: Predict the reaction yield, written as a fraction of the theoretical maximum amount of product (1.0 means a 100% yield; for example, 0.34 means a 34% yield). (1) The reactants are Cl[CH2:2][C:3]#[N:4].[CH2:5]([NH2:12])[C:6]1[CH:11]=[CH:10][CH:9]=[CH:8][CH:7]=1. The catalyst is CCOC(C)=O. The product is [CH2:5]([NH:12][CH2:2][C:3]#[N:4])[C:6]1[CH:11]=[CH:10][CH:9]=[CH:8][CH:7]=1. The yield is 0.990. (2) The reactants are [CH3:1][S:2]([C:5]1[CH:10]=[CH:9][C:8](B(O)O)=[CH:7][CH:6]=1)(=[O:4])=[O:3].Br[C:15]1[CH:20]=[CH:19][C:18]([OH:21])=[CH:17][C:16]=1[F:22].C([O-])([O-])=O.[Na+].[Na+]. The catalyst is COCCOC.C1C=CC([P]([Pd]([P](C2C=CC=CC=2)(C2C=CC=CC=2)C2C=CC=CC=2)([P](C2C=CC=CC=2)(C2C=CC=CC=2)C2C=CC=CC=2)[P](C2C=CC=CC=2)(C2C=CC=CC=2)C2C=CC=CC=2)(C2C=CC=CC=2)C2C=CC=CC=2)=CC=1. The product is [F:22][C:16]1[CH:17]=[C:18]([OH:21])[CH:19]=[CH:20][C:15]=1[C:8]1[CH:9]=[CH:10][C:5]([S:2]([CH3:1])(=[O:4])=[O:3])=[CH:6][CH:7]=1. The yield is 0.710. (3) The reactants are [CH3:1][C:2]1[CH:7]=[CH:6][CH:5]=[CH:4][C:3]=1[CH2:8][C:9]([OH:11])=O.C(Cl)(=O)C(Cl)=O.[Br:18][C:19]1[CH:24]=[CH:23][C:22]([O:25]C)=[CH:21][CH:20]=1.[Al+3].[Cl-].[Cl-].[Cl-]. The catalyst is ClCCl.CN(C=O)C. The product is [Br:18][C:19]1[CH:20]=[CH:21][C:22]([OH:25])=[C:23]([C:9](=[O:11])[CH2:8][C:3]2[CH:4]=[CH:5][CH:6]=[CH:7][C:2]=2[CH3:1])[CH:24]=1. The yield is 0.330. (4) The reactants are [F:1][C:2]1[CH:7]=[CH:6][C:5]([C:8](=[O:38])[CH2:9][N:10]2[C:15](=[O:16])[C:14]([CH2:17][C:18]3[CH:23]=[CH:22][C:21]([C:24]4[C:25]([C:30]#[N:31])=[CH:26][CH:27]=[CH:28][CH:29]=4)=[CH:20][CH:19]=3)=[C:13]([CH2:32][CH2:33][CH3:34])[N:12]3[N:35]=[CH:36][N:37]=[C:11]23)=[CH:4][CH:3]=1.[BH4-].[Na+]. The catalyst is CO. The product is [F:1][C:2]1[CH:7]=[CH:6][C:5]([CH:8]([OH:38])[CH2:9][N:10]2[C:15](=[O:16])[C:14]([CH2:17][C:18]3[CH:23]=[CH:22][C:21]([C:24]4[C:25]([C:30]#[N:31])=[CH:26][CH:27]=[CH:28][CH:29]=4)=[CH:20][CH:19]=3)=[C:13]([CH2:32][CH2:33][CH3:34])[N:12]3[N:35]=[CH:36][N:37]=[C:11]23)=[CH:4][CH:3]=1. The yield is 1.00. (5) The catalyst is CO. The reactants are [CH3:1][C:2]1([CH3:27])[CH2:11][CH2:10][C:9]([CH3:13])([CH3:12])[C:8]2[CH:7]=[C:6]([C:14]([NH:16][C:17]3[CH:26]=[CH:25][C:20]([C:21](OC)=[O:22])=[CH:19][CH:18]=3)=[O:15])[CH:5]=[CH:4][C:3]1=2.[NH2:28][OH:29]. The product is [OH:29][NH:28][C:21]([C:20]1[CH:19]=[CH:18][C:17]([NH:16][C:14]([C:6]2[CH:5]=[CH:4][C:3]3[C:2]([CH3:27])([CH3:1])[CH2:11][CH2:10][C:9]([CH3:13])([CH3:12])[C:8]=3[CH:7]=2)=[O:15])=[CH:26][CH:25]=1)=[O:22]. The yield is 0.350. (6) The reactants are C(O)(C(F)(F)F)=O.C(OC(=O)[NH:14][CH2:15][C:16](=[O:35])[N:17]1[CH2:22][CH2:21][N:20]([C:23](=[O:34])[C:24]2[CH:29]=[CH:28][CH:27]=[CH:26][C:25]=2[C:30]([F:33])([F:32])[F:31])[CH2:19][CH2:18]1)(C)(C)C. The catalyst is C(Cl)Cl. The product is [NH2:14][CH2:15][C:16]([N:17]1[CH2:18][CH2:19][N:20]([C:23](=[O:34])[C:24]2[CH:29]=[CH:28][CH:27]=[CH:26][C:25]=2[C:30]([F:33])([F:31])[F:32])[CH2:21][CH2:22]1)=[O:35]. The yield is 0.930. (7) The reactants are C([O:3][C:4](=[O:34])[CH2:5][C:6]1[CH:15]=[C:14]([C:16](=[O:32])[C:17]2[CH:22]=[CH:21][C:20]([S:23]([N:26]3[CH2:31][CH2:30][NH:29][CH2:28][CH2:27]3)(=[O:25])=[O:24])=[CH:19][CH:18]=2)[C:13]2[C:8](=[CH:9][CH:10]=[C:11]([F:33])[CH:12]=2)[CH:7]=1)C.O.[OH-].[Li+]. The catalyst is O1CCCC1.O. The product is [F:33][C:11]1[CH:12]=[C:13]2[C:8](=[CH:9][CH:10]=1)[CH:7]=[C:6]([CH2:5][C:4]([OH:34])=[O:3])[CH:15]=[C:14]2[C:16](=[O:32])[C:17]1[CH:18]=[CH:19][C:20]([S:23]([N:26]2[CH2:27][CH2:28][NH:29][CH2:30][CH2:31]2)(=[O:25])=[O:24])=[CH:21][CH:22]=1. The yield is 0.520.